Dataset: HIV replication inhibition screening data with 41,000+ compounds from the AIDS Antiviral Screen. Task: Binary Classification. Given a drug SMILES string, predict its activity (active/inactive) in a high-throughput screening assay against a specified biological target. (1) The molecule is C(=NNC1=NCCCN1)c1ccc2ccccc2c1.I. The result is 0 (inactive). (2) The compound is CC(C)(CO)CNc1cc(O)nc(N)n1. The result is 0 (inactive). (3) The result is 0 (inactive). The drug is O=C(CCl)Nc1ccccc1-c1ccccc1NC(=O)CCl. (4) The drug is CC(=O)NNC(=S)NC=C1C(=O)N(c2ccccc2)N=C1C. The result is 0 (inactive).